From a dataset of Forward reaction prediction with 1.9M reactions from USPTO patents (1976-2016). Predict the product of the given reaction. (1) Given the reactants CN(C)CCCN=C=NCC.[N:12]1[CH:17]=[CH:16][CH:15]=[CH:14][C:13]=1[CH2:18][C:19]1[CH:25]=[CH:24][C:22]([NH2:23])=[CH:21][CH:20]=1.[F:26][C:27]([F:44])([F:43])[C:28]1[CH:33]=[CH:32][C:31]([C:34]2[CH2:39][CH2:38][CH2:37][CH2:36][C:35]=2[C:40](O)=[O:41])=[CH:30][CH:29]=1.ON1C2C=CC=CC=2N=N1, predict the reaction product. The product is: [N:12]1[CH:17]=[CH:16][CH:15]=[CH:14][C:13]=1[CH2:18][C:19]1[CH:20]=[CH:21][C:22]([NH:23][C:40]([C:35]2[CH2:36][CH2:37][CH2:38][CH2:39][C:34]=2[C:31]2[CH:30]=[CH:29][C:28]([C:27]([F:26])([F:43])[F:44])=[CH:33][CH:32]=2)=[O:41])=[CH:24][CH:25]=1. (2) Given the reactants C(S)CCCCCCCCC.CC([O-])(C)C.[K+].C[O:19][C:20]1[CH:27]=[CH:26][C:23]([C:24]#[N:25])=[C:22]([CH3:28])[CH:21]=1, predict the reaction product. The product is: [OH:19][C:20]1[CH:27]=[CH:26][C:23]([C:24]#[N:25])=[C:22]([CH3:28])[CH:21]=1. (3) Given the reactants [CH2:1]=[C:2]1[CH2:7][CH2:6][N:5]([C:8]([O:10][C:11]([CH3:14])([CH3:13])[CH3:12])=[O:9])[CH:4]([C:15]2[CH:20]=[CH:19][CH:18]=[CH:17][CH:16]=2)[CH2:3]1.B.[O:22]1CCCC1.[OH-].[Na+].OO, predict the reaction product. The product is: [OH:22][CH2:1][CH:2]1[CH2:7][CH2:6][N:5]([C:8]([O:10][C:11]([CH3:14])([CH3:12])[CH3:13])=[O:9])[CH:4]([C:15]2[CH:20]=[CH:19][CH:18]=[CH:17][CH:16]=2)[CH2:3]1. (4) Given the reactants [CH:1]([N:14]1[CH2:19][CH2:18][N:17]([CH2:20][CH:21]2[O:25][C:24](=[O:26])[N:23]([CH2:27][C:28]3[CH:33]=[CH:32]C(F)=[CH:30][CH:29]=3)[CH2:22]2)[CH2:16][CH2:15]1)([C:8]1[CH:13]=[CH:12][CH:11]=[CH:10][CH:9]=1)[C:2]1[CH:7]=[CH:6][CH:5]=[CH:4][CH:3]=1.CC1C=CC(S(OCC2OC(=O)N(CC3CCOCC3)C2)(=O)=[O:43])=CC=1.CC1C=CC(S(OCC2OC(=O)N(CC3C=CC(F)=CC=3)C2)(=O)=O)=CC=1, predict the reaction product. The product is: [CH:1]([N:14]1[CH2:15][CH2:16][N:17]([CH2:20][CH:21]2[O:25][C:24](=[O:26])[N:23]([CH2:27][CH:28]3[CH2:33][CH2:32][O:43][CH2:30][CH2:29]3)[CH2:22]2)[CH2:18][CH2:19]1)([C:2]1[CH:3]=[CH:4][CH:5]=[CH:6][CH:7]=1)[C:8]1[CH:9]=[CH:10][CH:11]=[CH:12][CH:13]=1. (5) Given the reactants [O:1]=[C:2]1[CH:9]2[CH2:10][C:5]3([OH:12])[CH2:6][CH:7]([CH2:11][CH:3]1[CH2:4]3)[CH2:8]2.[H-].[Na+].[CH2:15](Br)[C:16]1[CH:21]=[CH:20][CH:19]=[CH:18][CH:17]=1, predict the reaction product. The product is: [CH2:15]([O:12][C:5]12[CH2:4][CH:3]3[CH2:11][CH:7]([CH2:8][CH:9]([C:2]3=[O:1])[CH2:10]1)[CH2:6]2)[C:16]1[CH:21]=[CH:20][CH:19]=[CH:18][CH:17]=1. (6) Given the reactants [Cl:1][C:2]1[N:7]=[C:6](Cl)[C:5]([Cl:9])=[CH:4][N:3]=1.[CH3:10][S-:11].[Na+], predict the reaction product. The product is: [Cl:1][C:2]1[N:7]=[C:6]([S:11][CH3:10])[C:5]([Cl:9])=[CH:4][N:3]=1. (7) Given the reactants C(N(CC)C(C)C)(C)C.[F:10][CH2:11][CH2:12][N:13]1[C:25]2[CH2:24][CH2:23][CH:22]([CH:26]3[CH2:31][CH2:30][O:29][CH2:28][CH2:27]3)[CH2:21][C:20]=2[C:19]2[C:14]1=[CH:15][CH:16]=[C:17]([C:32]([OH:34])=O)[CH:18]=2.[CH2:35]([NH:37][C:38](=[O:43])[CH2:39][NH:40][CH2:41][CH3:42])[CH3:36].CN(C(ON1N=NC2C=CC=NC1=2)=[N+](C)C)C.F[P-](F)(F)(F)(F)F, predict the reaction product. The product is: [CH2:41]([N:40]([CH2:39][C:38]([NH:37][CH2:35][CH3:36])=[O:43])[C:32]([C:17]1[CH:18]=[C:19]2[C:14](=[CH:15][CH:16]=1)[N:13]([CH2:12][CH2:11][F:10])[C:25]1[CH2:24][CH2:23][CH:22]([CH:26]3[CH2:27][CH2:28][O:29][CH2:30][CH2:31]3)[CH2:21][C:20]2=1)=[O:34])[CH3:42]. (8) Given the reactants [O:1]1[CH2:6][CH2:5][N:4]([C:7]2[CH:12]=[CH:11][C:10]([C:13]3[N:18]=[C:17](O)[N:16]4[CH:20]=[CH:21][N:22]=[C:15]4[CH:14]=3)=[CH:9][CH:8]=2)[CH2:3][CH2:2]1.O=P(Cl)(Cl)[Cl:25], predict the reaction product. The product is: [Cl:25][C:17]1[N:16]2[CH:20]=[CH:21][N:22]=[C:15]2[CH:14]=[C:13]([C:10]2[CH:11]=[CH:12][C:7]([N:4]3[CH2:5][CH2:6][O:1][CH2:2][CH2:3]3)=[CH:8][CH:9]=2)[N:18]=1. (9) Given the reactants C(OC([NH:11][C@H:12]1[CH2:16][CH2:15][N:14]([C@H:17]2[CH2:22][CH2:21][N:20]([CH:23]([CH3:25])[CH3:24])[CH2:19][C@H:18]2[C:26]([O:28][CH3:29])=[O:27])[C:13]1=[O:30])=O)C1C=CC=CC=1, predict the reaction product. The product is: [NH2:11][C@H:12]1[CH2:16][CH2:15][N:14]([C@H:17]2[CH2:22][CH2:21][N:20]([CH:23]([CH3:24])[CH3:25])[CH2:19][C@H:18]2[C:26]([O:28][CH3:29])=[O:27])[C:13]1=[O:30].